Dataset: Forward reaction prediction with 1.9M reactions from USPTO patents (1976-2016). Task: Predict the product of the given reaction. Given the reactants [Cl:1][C:2]1[CH:7]=[CH:6][C:5]([C:8]2[CH:13]=[CH:12][CH:11]=[CH:10][C:9]=2[CH2:14][N:15]2[CH2:20][CH2:19][N:18]([C:21]3[CH:30]=[CH:29][C:24]([C:25]([O:27]C)=[O:26])=[C:23]([O:31][C:32]4[CH:37]=[CH:36][CH:35]=[C:34]([C:38]#[N:39])[CH:33]=4)[CH:22]=3)[CH2:17][CH2:16]2)=[CH:4][CH:3]=1.[Li+].[I-], predict the reaction product. The product is: [Cl:1][C:2]1[CH:7]=[CH:6][C:5]([C:8]2[CH:13]=[CH:12][CH:11]=[CH:10][C:9]=2[CH2:14][N:15]2[CH2:20][CH2:19][N:18]([C:21]3[CH:30]=[CH:29][C:24]([C:25]([OH:27])=[O:26])=[C:23]([O:31][C:32]4[CH:37]=[CH:36][CH:35]=[C:34]([C:38]#[N:39])[CH:33]=4)[CH:22]=3)[CH2:17][CH2:16]2)=[CH:4][CH:3]=1.